Dataset: Reaction yield outcomes from USPTO patents with 853,638 reactions. Task: Predict the reaction yield, written as a fraction of the theoretical maximum amount of product (1.0 means a 100% yield; for example, 0.34 means a 34% yield). The reactants are [C:1]([O:5][C:6]([NH:8][C@@H:9]([CH2:39][C:40]1[CH:45]=[CH:44][C:43]([OH:46])=[CH:42][CH:41]=1)[CH2:10][N:11]([CH2:14][CH:15]([NH:31][C:32]([O:34][C:35]([CH3:38])([CH3:37])[CH3:36])=[O:33])[CH2:16][C:17]1[CH:22]=[CH:21][C:20]([O:23][CH2:24]C2C=CC=CC=2)=[CH:19][CH:18]=1)[CH2:12][CH3:13])=[O:7])([CH3:4])([CH3:3])[CH3:2].[N+](=[CH2:49])=[N-]. The catalyst is C(OCC)C. The product is [C:35]([O:34][C:32]([NH:31][C@@H:15]([CH2:16][C:17]1[CH:18]=[CH:19][C:20]([O:23][CH3:24])=[CH:21][CH:22]=1)[CH2:14][N:11]([CH2:10][CH:9]([NH:8][C:6]([O:5][C:1]([CH3:2])([CH3:4])[CH3:3])=[O:7])[CH2:39][C:40]1[CH:45]=[CH:44][C:43]([O:46][CH3:49])=[CH:42][CH:41]=1)[CH2:12][CH3:13])=[O:33])([CH3:37])([CH3:36])[CH3:38]. The yield is 0.770.